Regression. Given a peptide amino acid sequence and an MHC pseudo amino acid sequence, predict their binding affinity value. This is MHC class I binding data. From a dataset of Peptide-MHC class I binding affinity with 185,985 pairs from IEDB/IMGT. The peptide sequence is ILGVFRRPF. The MHC is HLA-A26:01 with pseudo-sequence HLA-A26:01. The binding affinity (normalized) is 0.0847.